Dataset: Reaction yield outcomes from USPTO patents with 853,638 reactions. Task: Predict the reaction yield, written as a fraction of the theoretical maximum amount of product (1.0 means a 100% yield; for example, 0.34 means a 34% yield). (1) The reactants are Cl.[F:2][C:3]([F:35])([F:34])[C:4]1[CH:5]=[C:6]([C@H:14]([N:16]([CH3:33])[C:17]([C@H:19]2[CH2:24][CH2:23][NH:22][CH2:21][C@@H:20]2[C:25]2[CH:30]=[CH:29][C:28]([F:31])=[CH:27][C:26]=2[CH3:32])=[O:18])[CH3:15])[CH:7]=[C:8]([C:10]([F:13])([F:12])[F:11])[CH:9]=1.[CH3:36][S:37]([CH2:40][CH2:41][C:42](O)=[O:43])(=[O:39])=[O:38].CCN=C=NCCCN(C)C.Cl.C1C=CC2N(O)N=NC=2C=1. The catalyst is C1COCC1.O.CCN(CC)CC. The product is [F:35][C:3]([F:2])([F:34])[C:4]1[CH:5]=[C:6]([C@H:14]([N:16]([CH3:33])[C:17]([C@H:19]2[CH2:24][CH2:23][N:22]([C:42](=[O:43])[CH2:41][CH2:40][S:37]([CH3:36])(=[O:39])=[O:38])[CH2:21][C@@H:20]2[C:25]2[CH:30]=[CH:29][C:28]([F:31])=[CH:27][C:26]=2[CH3:32])=[O:18])[CH3:15])[CH:7]=[C:8]([C:10]([F:12])([F:13])[F:11])[CH:9]=1. The yield is 0.600. (2) The reactants are O[N:2]=[CH:3][C:4]1[CH:19]=[CH:18][C:7]([O:8][C@@H:9]([CH:15]([CH3:17])[CH3:16])[C:10]([O:12][CH2:13][CH3:14])=[O:11])=[CH:6][CH:5]=1.[C:20](O[C:20]([O:22][C:23]([CH3:26])([CH3:25])[CH3:24])=[O:21])([O:22][C:23]([CH3:26])([CH3:25])[CH3:24])=[O:21]. The catalyst is C(O)C.[Pd]. The product is [C:23]([O:22][C:20]([NH:2][CH2:3][C:4]1[CH:19]=[CH:18][C:7]([O:8][C@@H:9]([CH:15]([CH3:17])[CH3:16])[C:10]([O:12][CH2:13][CH3:14])=[O:11])=[CH:6][CH:5]=1)=[O:21])([CH3:26])([CH3:25])[CH3:24]. The yield is 0.700. (3) The reactants are [C:1]1(=[O:14])[C:6]2[CH:7]=[C:8]3[N:13]([C:5]=2[CH:4]=[N:3][NH:2]1)[CH2:12][CH2:11][CH2:10][CH2:9]3.[Br:15][C:16]1[CH:23]=[C:22]([F:24])[CH:21]=[C:20](Br)[C:17]=1[CH:18]=[O:19].C(=O)([O-])[O-].[Cs+].[Cs+].COC1C2C(=C3C(=CC=2)C(OC)=CC=N3)N=CC=1. The catalyst is [Cu]I.O1CCOCC1. The product is [Br:15][C:16]1[CH:23]=[C:22]([F:24])[CH:21]=[C:20]([N:2]2[C:1](=[O:14])[C:6]3[CH:7]=[C:8]4[N:13]([C:5]=3[CH:4]=[N:3]2)[CH2:12][CH2:11][CH2:10][CH2:9]4)[C:17]=1[CH:18]=[O:19]. The yield is 0.310. (4) The reactants are Cl.[C:2]([C:4]1[C:5]([N:11]=CN(C)C)=[N:6][CH:7]=[C:8]([I:10])[N:9]=1)#[N:3]. No catalyst specified. The product is [NH2:11][C:5]1[C:4]([C:2]#[N:3])=[N:9][C:8]([I:10])=[CH:7][N:6]=1. The yield is 0.950. (5) The product is [C:5]([O:9][C:10](=[O:13])[CH2:11][NH:4][CH2:1][CH:2]=[CH2:3])([CH3:8])([CH3:7])[CH3:6]. The yield is 0.990. The catalyst is ClCCl. The reactants are [CH2:1]([NH2:4])[CH:2]=[CH2:3].[C:5]([O:9][C:10](=[O:13])[CH2:11]Br)([CH3:8])([CH3:7])[CH3:6]. (6) The product is [O:9]1[CH2:10][CH2:11][O:12][CH:8]1[C:4]1[CH:3]=[C:2]([C:29]2([OH:34])[C:28]3[CH:35]=[C:24]([NH:23][C:21](=[O:22])[CH2:20][C:19]([CH3:18])([CH3:38])[CH3:39])[C:25]([CH3:37])=[C:26]([CH3:36])[C:27]=3[O:31][C:30]2([CH3:33])[CH3:32])[CH:7]=[CH:6][CH:5]=1. The reactants are Br[C:2]1[CH:3]=[C:4]([CH:8]2[O:12][CH2:11][CH2:10][O:9]2)[CH:5]=[CH:6][CH:7]=1.C([Li])CCC.[CH3:18][C:19]([CH3:39])([CH3:38])[CH2:20][C:21]([NH:23][C:24]1[C:25]([CH3:37])=[C:26]([CH3:36])[C:27]2[O:31][C:30]([CH3:33])([CH3:32])[C:29](=[O:34])[C:28]=2[CH:35]=1)=[O:22].O. The yield is 0.920. The catalyst is C1COCC1. (7) The reactants are [I:1][C:2]1[C:10]2[C:5](=[N:6][CH:7]=[C:8]([C:11]3[CH:16]=[C:15]([O:17][CH3:18])[C:14]([O:19][CH3:20])=[C:13]([O:21][CH3:22])[CH:12]=3)[N:9]=2)[NH:4][CH:3]=1.C[Si]([N-][Si](C)(C)C)(C)C.[K+].Cl[Si:34]([CH:41]([CH3:43])[CH3:42])([CH:38]([CH3:40])[CH3:39])[CH:35]([CH3:37])[CH3:36]. The catalyst is O1CCCC1. The product is [I:1][C:2]1[C:10]2[C:5](=[N:6][CH:7]=[C:8]([C:11]3[CH:16]=[C:15]([O:17][CH3:18])[C:14]([O:19][CH3:20])=[C:13]([O:21][CH3:22])[CH:12]=3)[N:9]=2)[N:4]([Si:34]([CH:41]([CH3:43])[CH3:42])([CH:38]([CH3:40])[CH3:39])[CH:35]([CH3:37])[CH3:36])[CH:3]=1. The yield is 0.800. (8) The reactants are [NH2:1][C:2]1[CH:3]=[C:4]([C:8]2[S:12][C:11]([C:13]3[CH:14]=[C:15]4[C:19](=[CH:20][CH:21]=3)[C:18](=[O:22])[N:17]([CH3:23])[CH2:16]4)=[CH:10][CH:9]=2)[CH:5]=[CH:6][CH:7]=1.[F:24][C:25]1[CH:30]=[C:29]([F:31])[CH:28]=[CH:27][C:26]=1[S:32](Cl)(=[O:34])=[O:33]. The catalyst is C(Cl)Cl.CO. The product is [F:24][C:25]1[CH:30]=[C:29]([F:31])[CH:28]=[CH:27][C:26]=1[S:32]([NH:1][C:2]1[CH:7]=[CH:6][CH:5]=[C:4]([C:8]2[S:12][C:11]([C:13]3[CH:14]=[C:15]4[C:19](=[CH:20][CH:21]=3)[C:18](=[O:22])[N:17]([CH3:23])[CH2:16]4)=[CH:10][CH:9]=2)[CH:3]=1)(=[O:34])=[O:33]. The yield is 0.620. (9) The reactants are [Cl:1][C:2]1[CH:3]=[C:4]([CH2:11][C:12]([O:14]C)=O)[CH:5]=[C:6]([Cl:10])[C:7]=1[O:8][CH3:9].[NH2:16][OH:17]. The catalyst is O1CCOCC1. The product is [OH:17][NH:16][C:12](=[O:14])[CH2:11][C:4]1[CH:3]=[C:2]([Cl:1])[C:7]([O:8][CH3:9])=[C:6]([Cl:10])[CH:5]=1. The yield is 0.460. (10) The reactants are [CH2:1]([C:3]1[N:13]([CH2:14][C:15]2[CH:22]=[CH:21][C:18]([CH2:19]O)=[CH:17][CH:16]=2)[C:6]2=[N:7][C:8]([CH3:12])=[CH:9][C:10]([CH3:11])=[C:5]2[N:4]=1)[CH3:2].C(N(CC)CC)C.CS(Cl)(=O)=O.[NH2:35][C:36]1[CH:41]=[CH:40][CH:39]=[CH:38][CH:37]=1. The catalyst is ClCCl.C(Cl)(Cl)Cl.O. The product is [CH2:1]([C:3]1[N:13]([CH2:14][C:15]2[CH:22]=[CH:21][C:18]([CH2:19][NH:35][C:36]3[CH:41]=[CH:40][CH:39]=[CH:38][CH:37]=3)=[CH:17][CH:16]=2)[C:6]2=[N:7][C:8]([CH3:12])=[CH:9][C:10]([CH3:11])=[C:5]2[N:4]=1)[CH3:2]. The yield is 0.400.